This data is from Reaction yield outcomes from USPTO patents with 853,638 reactions. The task is: Predict the reaction yield, written as a fraction of the theoretical maximum amount of product (1.0 means a 100% yield; for example, 0.34 means a 34% yield). (1) The reactants are [CH3:1][S:2]([C:5]1[CH:6]=[CH:7][C:8]([N+:11]([O-])=O)=[N:9][CH:10]=1)(=[O:4])=[O:3]. The catalyst is CO.[Pd]. The product is [CH3:1][S:2]([C:5]1[CH:6]=[CH:7][C:8]([NH2:11])=[N:9][CH:10]=1)(=[O:4])=[O:3]. The yield is 0.980. (2) The reactants are Cl[C:2](Cl)([O:4]C(=O)OC(Cl)(Cl)Cl)Cl.[CH2:13]([O:20][NH:21][C@H:22]1[CH2:27][NH:26][C@H:25]([C:28]([O:30][CH2:31][CH3:32])=[O:29])[CH2:24][CH2:23]1)[C:14]1[CH:19]=[CH:18][CH:17]=[CH:16][CH:15]=1.CCN(C(C)C)C(C)C. The catalyst is C(Cl)Cl. The product is [CH2:13]([O:20][N:21]1[C:2](=[O:4])[N:26]2[CH2:27][C@H:22]1[CH2:23][CH2:24][C@H:25]2[C:28]([O:30][CH2:31][CH3:32])=[O:29])[C:14]1[CH:15]=[CH:16][CH:17]=[CH:18][CH:19]=1. The yield is 0.500. (3) The reactants are [Cl:1][C:2]1[CH:7]=[CH:6][CH:5]=[C:4]([Cl:8])[C:3]=1[S:9]([CH2:11][C:12]1[C:16]([CH2:17][O:18][C:19]2[CH:24]=[CH:23][C:22]([C:25]3[CH:26]=[C:27]4[C:32](=[CH:33][CH:34]=3)[N:31]=[C:30]([C:35]([O:37]CC)=[O:36])[CH:29]=[CH:28]4)=[CH:21][CH:20]=2)=[C:15]([CH:40]([CH3:42])[CH3:41])[O:14][N:13]=1)=[O:10].O1CCCC1.[OH-].[Na+].Cl. The catalyst is CO. The product is [Cl:8][C:4]1[CH:5]=[CH:6][CH:7]=[C:2]([Cl:1])[C:3]=1[S:9]([CH2:11][C:12]1[C:16]([CH2:17][O:18][C:19]2[CH:20]=[CH:21][C:22]([C:25]3[CH:26]=[C:27]4[C:32](=[CH:33][CH:34]=3)[N:31]=[C:30]([C:35]([OH:37])=[O:36])[CH:29]=[CH:28]4)=[CH:23][CH:24]=2)=[C:15]([CH:40]([CH3:42])[CH3:41])[O:14][N:13]=1)=[O:10]. The yield is 1.00. (4) The reactants are [O:1]1[C:5]2[CH:6]=[CH:7][C:8]([C:10]3([C:13]([NH:15][C:16]4[CH:17]=[CH:18][C:19]([CH2:33][OH:34])=[C:20]([C:22]5[CH:27]=[CH:26][C:25]([C:28]([N:30]([CH3:32])[CH3:31])=[O:29])=[CH:24][CH:23]=5)[CH:21]=4)=[O:14])[CH2:12][CH2:11]3)=[CH:9][C:4]=2[O:3][CH2:2]1.[C:35]1(C)C=CC(S(O)(=O)=O)=C[CH:36]=1. The catalyst is C(O)C. The product is [O:1]1[C:5]2[CH:6]=[CH:7][C:8]([C:10]3([C:13]([NH:15][C:16]4[CH:17]=[CH:18][C:19]([CH2:33][O:34][CH2:35][CH3:36])=[C:20]([C:22]5[CH:27]=[CH:26][C:25]([C:28]([N:30]([CH3:31])[CH3:32])=[O:29])=[CH:24][CH:23]=5)[CH:21]=4)=[O:14])[CH2:11][CH2:12]3)=[CH:9][C:4]=2[O:3][CH2:2]1. The yield is 0.130. (5) The reactants are [Br:1][C:2]1[CH:11]=[CH:10][CH:9]=[C:8]2[C:3]=1[CH:4]=[CH:5][N+:6]([O-])=[CH:7]2.C[CH2:14][N:15](CC)CC.[Si](C#N)(C)(C)C. The catalyst is CC#N. The product is [Br:1][C:2]1[CH:11]=[CH:10][CH:9]=[C:8]2[C:3]=1[CH:4]=[CH:5][N:6]=[C:7]2[C:14]#[N:15]. The yield is 0.900. (6) The reactants are [Si:1]([O:8][CH2:9][C@H:10]1[O:14][C:13]([CH3:16])([CH3:15])[N:12]([C:17]([O:19][C:20]([CH3:23])([CH3:22])[CH3:21])=[O:18])[C@H:11]1[CH2:24][C:25]#[CH:26])([C:4]([CH3:7])([CH3:6])[CH3:5])([CH3:3])[CH3:2].[CH2:27]([Li])CCC.IC. The catalyst is C1COCC1. The product is [CH2:24]([C@H:11]1[C@@H:10]([CH2:9][O:8][Si:1]([C:4]([CH3:7])([CH3:6])[CH3:5])([CH3:3])[CH3:2])[O:14][C:13]([CH3:15])([CH3:16])[N:12]1[C:17]([O:19][C:20]([CH3:23])([CH3:22])[CH3:21])=[O:18])[C:25]#[C:26][CH3:27]. The yield is 0.740. (7) The reactants are Cl[CH2:2][C:3]([NH:5][C:6]1[CH:11]=[CH:10][C:9]([Cl:12])=[C:8]([C:13]([F:16])([F:15])[F:14])[CH:7]=1)=[O:4].C(C1C=C(NC(=O)C[NH:29][C:30]2[CH:35]=[CH:34][C:33]([O:36][C:37]3[CH:42]=[CH:41]N=C[CH:38]=3)=[CH:32][CH:31]=2)ON=1)(C)(C)C.[CH2:44]([N:46](C(C)C)C(C)C)C. The catalyst is CN(C)C=O. The product is [Cl:12][C:9]1[CH:10]=[CH:11][C:6]([NH:5][C:3](=[O:4])[CH2:2][NH:29][C:30]2[CH:31]=[CH:32][C:33]([O:36][C:37]3[CH:38]=[N:46][CH:44]=[CH:41][CH:42]=3)=[CH:34][CH:35]=2)=[CH:7][C:8]=1[C:13]([F:16])([F:15])[F:14]. The yield is 0.0900. (8) The yield is 0.770. The product is [CH3:1][O:2][C:3]1[CH:4]=[CH:5][C:6]2[O:11][C:19]([C:20]([O:22][CH2:23][CH3:24])=[O:21])=[CH:8][C:7]=2[CH:10]=1. The catalyst is CN(C)C=O. The reactants are [CH3:1][O:2][C:3]1[CH:4]=[CH:5][C:6]([OH:11])=[C:7]([CH:10]=1)[CH:8]=O.C(=O)([O-])[O-].[K+].[K+].Br[CH2:19][C:20]([O:22][CH2:23][CH3:24])=[O:21].